From a dataset of Forward reaction prediction with 1.9M reactions from USPTO patents (1976-2016). Predict the product of the given reaction. (1) Given the reactants [H-].[Na+].[NH2:3][C:4]1[N:8]([CH3:9])[N:7]=[CH:6][C:5]=1[C:10]([O:12][CH2:13][CH3:14])=[O:11].F[C:16]1[CH:17]=[C:18](C)[CH:19]=[CH:20][C:21]=1[N+:22]([O-:24])=[O:23].[CH2:26]1COCC1, predict the reaction product. The product is: [CH2:13]([O:12][C:10]([C:5]1[CH:6]=[N:7][N:8]([CH3:9])[C:4]=1[NH:3][C:20]1[CH:19]=[CH:18][C:17]([CH3:26])=[CH:16][C:21]=1[N+:22]([O-:24])=[O:23])=[O:11])[CH3:14]. (2) Given the reactants [NH2:1][CH2:2][CH2:3][CH2:4][C:5]1([C:23]2[CH:28]=[CH:27][CH:26]=[CH:25][CH:24]=2)[CH:9]=[C:8]([C:10]2[CH:15]=[C:14]([Cl:16])[CH:13]=[CH:12][C:11]=2[F:17])[CH2:7][N:6]1[C:18]([N:20]([CH3:22])[CH3:21])=[O:19].C[Si]([N:33]=[C:34]=[O:35])(C)C.C(N(CC)CC)C, predict the reaction product. The product is: [NH2:33][C:34]([NH:1][CH2:2][CH2:3][CH2:4][C:5]1([C:23]2[CH:24]=[CH:25][CH:26]=[CH:27][CH:28]=2)[CH:9]=[C:8]([C:10]2[CH:15]=[C:14]([Cl:16])[CH:13]=[CH:12][C:11]=2[F:17])[CH2:7][N:6]1[C:18]([N:20]([CH3:22])[CH3:21])=[O:19])=[O:35]. (3) The product is: [F:20][C:19]1[CH:18]=[C:17]2[C:12]([CH2:13][CH2:14][C:15](=[O:22])[N:16]2[CH3:21])=[CH:11][C:10]=1[C:6]1[C:5]([CH3:23])=[C:4]([CH2:3][NH:2][C:30]([C:29]2[C:25]([CH3:24])=[N:26][O:27][C:28]=2[CH3:33])=[O:31])[CH:9]=[N:8][CH:7]=1. Given the reactants Cl.[NH2:2][CH2:3][C:4]1[C:5]([CH3:23])=[C:6]([C:10]2[CH:11]=[C:12]3[C:17](=[CH:18][C:19]=2[F:20])[N:16]([CH3:21])[C:15](=[O:22])[CH2:14][CH2:13]3)[CH:7]=[N:8][CH:9]=1.[CH3:24][C:25]1[C:29]([C:30](O)=[O:31])=[C:28]([CH3:33])[O:27][N:26]=1, predict the reaction product. (4) Given the reactants [OH:1][C:2]1[CH:3]=[C:4]([CH:15]=[C:16]([O:18][C@H:19]2[CH2:23][CH2:22][N:21]([CH3:24])[C:20]2=[O:25])[CH:17]=1)[C:5]([NH:7][C:8]1[CH:13]=[N:12][C:11]([CH3:14])=[CH:10][N:9]=1)=[O:6].Br[C:27]1[CH:28]=[CH:29][C:30]([C:33]([N:35]([CH3:37])[CH3:36])=[O:34])=[N:31][CH:32]=1.C(=O)([O-])[O-].[Cs+].[Cs+], predict the reaction product. The product is: [CH3:36][N:35]([CH3:37])[C:33]([C:30]1[CH:29]=[CH:28][C:27]([O:1][C:2]2[CH:3]=[C:4]([C:5](=[O:6])[NH:7][C:8]3[CH:13]=[N:12][C:11]([CH3:14])=[CH:10][N:9]=3)[CH:15]=[C:16]([O:18][C@H:19]3[CH2:23][CH2:22][N:21]([CH3:24])[C:20]3=[O:25])[CH:17]=2)=[CH:32][N:31]=1)=[O:34]. (5) Given the reactants [CH3:1][C:2]([C:11]([O:13][CH3:14])=[O:12])([CH3:10])[NH:3][CH2:4][CH2:5][C:6]([O:8][CH3:9])=[O:7].C([O-])(O)=O.[Na+].[C:20](Cl)(=[O:27])[C:21]1[CH:26]=[CH:25][CH:24]=[CH:23][CH:22]=1, predict the reaction product. The product is: [CH3:10][C:2]([C:11]([O:13][CH3:14])=[O:12])([CH3:1])[N:3]([CH2:4][CH2:5][C:6]([O:8][CH3:9])=[O:7])[C:20]([C:21]1[CH:26]=[CH:25][CH:24]=[CH:23][CH:22]=1)=[O:27].